This data is from Full USPTO retrosynthesis dataset with 1.9M reactions from patents (1976-2016). The task is: Predict the reactants needed to synthesize the given product. (1) Given the product [ClH:24].[NH:7]1[CH2:8][CH2:9][C:4]2([CH2:3][C:2](=[O:1])[C:23]3[C:18](=[CH:19][CH:20]=[CH:21][CH:22]=3)[O:17]2)[CH2:5][CH2:6]1, predict the reactants needed to synthesize it. The reactants are: [O:1]=[C:2]1[C:23]2[C:18](=[CH:19][CH:20]=[CH:21][CH:22]=2)[O:17][C:4]2([CH2:9][CH2:8][N:7](C(OC(C)(C)C)=O)[CH2:6][CH2:5]2)[CH2:3]1.[ClH:24]. (2) Given the product [N+:13]([C:16]1[CH:17]=[CH:18][C:19]([S:22]([NH:1][C:2]2[S:3][CH:4]=[C:5]([CH2:7][C:8]([O:10][CH2:11][CH3:12])=[O:9])[N:6]=2)(=[O:24])=[O:23])=[CH:20][CH:21]=1)([O-:15])=[O:14], predict the reactants needed to synthesize it. The reactants are: [NH2:1][C:2]1[S:3][CH:4]=[C:5]([CH2:7][C:8]([O:10][CH2:11][CH3:12])=[O:9])[N:6]=1.[N+:13]([C:16]1[CH:21]=[CH:20][C:19]([S:22](Cl)(=[O:24])=[O:23])=[CH:18][CH:17]=1)([O-:15])=[O:14].